Predict the product of the given reaction. From a dataset of Forward reaction prediction with 1.9M reactions from USPTO patents (1976-2016). (1) Given the reactants [N+:1]([O-:4])([OH:3])=[O:2].C(=O)([O-])[O-].[Ca+2:9], predict the reaction product. The product is: [N+:1]([O-:4])([O-:3])=[O:2].[Ca+2:9].[N+:1]([O-:4])([O-:3])=[O:2]. (2) Given the reactants [NH2:1][C@H:2]([C:4]1[N:5]([CH:22]2[CH2:24][CH2:23]2)[C:6]2[C:12]([C:13]([N:15]3[CH2:20][CH2:19][O:18][CH2:17][CH2:16]3)=[O:14])=[C:11]([F:21])[CH:10]=[CH:9][C:7]=2[N:8]=1)[CH3:3].[NH2:25][C:26]1[C:31]([C:32]#[N:33])=[C:30](Cl)[N:29]=[CH:28][N:27]=1.CCN(C(C)C)C(C)C, predict the reaction product. The product is: [NH2:25][C:26]1[C:31]([C:32]#[N:33])=[C:30]([NH:1][C@H:2]([C:4]2[N:5]([CH:22]3[CH2:23][CH2:24]3)[C:6]3[C:12]([C:13]([N:15]4[CH2:16][CH2:17][O:18][CH2:19][CH2:20]4)=[O:14])=[C:11]([F:21])[CH:10]=[CH:9][C:7]=3[N:8]=2)[CH3:3])[N:29]=[CH:28][N:27]=1. (3) Given the reactants O[CH:2]1[C:6]2([CH2:11][CH2:10][N:9]([C:12]([O:14][C:15]([CH3:18])([CH3:17])[CH3:16])=[O:13])[CH2:8][CH2:7]2)[C:5](=[O:19])[N:4]([C:20]2[CH2:21][O:22][C:23](=[O:25])[CH:24]=2)[CH:3]1[CH3:26].C1CCN2C(=NCCC2)CC1.[B-](F)(F)(F)F.CCN([S+](F)F)CC, predict the reaction product. The product is: [CH3:26][C:3]1[N:4]([C:20]2[CH2:21][O:22][C:23](=[O:25])[CH:24]=2)[C:5](=[O:19])[C:6]2([CH2:11][CH2:10][N:9]([C:12]([O:14][C:15]([CH3:16])([CH3:17])[CH3:18])=[O:13])[CH2:8][CH2:7]2)[CH:2]=1. (4) Given the reactants [Cl:1][C:2]1[CH:7]=[CH:6][C:5]([C:8]2[CH:13]=[CH:12][CH:11]=[C:10]([O:14][CH2:15][C:16]([O:18]CC)=[O:17])[CH:9]=2)=[CH:4][C:3]=1[C:21]([NH:23][CH2:24][C:25]12[CH2:34][CH:29]3[CH2:30][CH:31]([CH2:33][CH:27]([CH2:28]3)[CH2:26]1)[CH2:32]2)=[O:22].[OH-].[K+].CO, predict the reaction product. The product is: [Cl:1][C:2]1[CH:7]=[CH:6][C:5]([C:8]2[CH:13]=[CH:12][CH:11]=[C:10]([O:14][CH2:15][C:16]([OH:18])=[O:17])[CH:9]=2)=[CH:4][C:3]=1[C:21]([NH:23][CH2:24][C:25]12[CH2:34][CH:29]3[CH2:28][CH:27]([CH2:33][CH:31]([CH2:30]3)[CH2:32]1)[CH2:26]2)=[O:22]. (5) Given the reactants Cl[C:2]1[C:7]([C:8]([O:10][CH3:11])=[O:9])=[CH:6][N:5]=[C:4]([C:12]2[CH:17]=[CH:16][CH:15]=[C:14]([F:18])[C:13]=2[F:19])[CH:3]=1.[Cl:20][C:21]1[CH:26]=[CH:25][CH:24]=[CH:23][C:22]=1[OH:27], predict the reaction product. The product is: [Cl:20][C:21]1[CH:26]=[CH:25][CH:24]=[CH:23][C:22]=1[O:27][C:2]1[C:7]([C:8]([O:10][CH3:11])=[O:9])=[CH:6][N:5]=[C:4]([C:12]2[CH:17]=[CH:16][CH:15]=[C:14]([F:18])[C:13]=2[F:19])[CH:3]=1.